From a dataset of Catalyst prediction with 721,799 reactions and 888 catalyst types from USPTO. Predict which catalyst facilitates the given reaction. (1) Product: [NH2:16][C:8]1[CH:7]=[C:6]([C:4]([O:3][CH2:1][CH3:2])=[O:5])[C:15]2[C:10]([CH:9]=1)=[CH:11][CH:12]=[CH:13][CH:14]=2. The catalyst class is: 50. Reactant: [CH2:1]([O:3][C:4]([C:6]1[C:15]2[C:10](=[CH:11][CH:12]=[CH:13][CH:14]=2)[CH:9]=[C:8]([N+:16]([O-])=O)[CH:7]=1)=[O:5])[CH3:2]. (2) Reactant: [CH2:1]([O:8][C:9]1[CH:18]=[C:17]2[C:12]([C:13]([O:19][C:20]3[CH:26]=[CH:25][C:23]([NH2:24])=[C:22]([CH3:27])[C:21]=3[CH3:28])=[CH:14][CH:15]=[N:16]2)=[CH:11][C:10]=1[O:29][CH3:30])[C:2]1[CH:7]=[CH:6][CH:5]=[CH:4][CH:3]=1.[F:31][C:32]1[CH:37]=[C:36]([F:38])[CH:35]=[CH:34][C:33]=1[N:39]=[C:40]=[O:41].CO. Product: [CH2:1]([O:8][C:9]1[CH:18]=[C:17]2[C:12]([C:13]([O:19][C:20]3[CH:26]=[CH:25][C:23]([NH:24][C:40]([NH:39][C:33]4[CH:34]=[CH:35][C:36]([F:38])=[CH:37][C:32]=4[F:31])=[O:41])=[C:22]([CH3:27])[C:21]=3[CH3:28])=[CH:14][CH:15]=[N:16]2)=[CH:11][C:10]=1[O:29][CH3:30])[C:2]1[CH:7]=[CH:6][CH:5]=[CH:4][CH:3]=1. The catalyst class is: 9.